From a dataset of Forward reaction prediction with 1.9M reactions from USPTO patents (1976-2016). Predict the product of the given reaction. (1) Given the reactants [CH3:1][C:2]1[S:3][C:4]2[CH:10]=[C:9]([O:11][C:12]3[CH:17]=[CH:16][CH:15]=[CH:14][CH:13]=3)[CH:8]=[CH:7][C:5]=2[N:6]=1.C1C(=O)N([Br:25])C(=O)C1.CC(N=NC(C#N)(C)C)(C#N)C, predict the reaction product. The product is: [Br:25][CH2:1][C:2]1[S:3][C:4]2[CH:10]=[C:9]([O:11][C:12]3[CH:13]=[CH:14][CH:15]=[CH:16][CH:17]=3)[CH:8]=[CH:7][C:5]=2[N:6]=1. (2) Given the reactants Br[C:2]1[C:14]([CH3:15])=[CH:13][C:5]([C:6]([NH:8][S:9]([CH3:12])(=[O:11])=[O:10])=[O:7])=[C:4]([F:16])[CH:3]=1.[Cl:17][C:18]1[C:19]([F:33])=[N:20][CH:21]=[C:22](B2OC(C)(C)C(C)(C)O2)[CH:23]=1.C([O-])([O-])=O.[Na+].[Na+].Cl, predict the reaction product. The product is: [Cl:17][C:18]1[CH:23]=[C:22]([C:2]2[C:14]([CH3:15])=[CH:13][C:5]([C:6]([NH:8][S:9]([CH3:12])(=[O:11])=[O:10])=[O:7])=[C:4]([F:16])[CH:3]=2)[CH:21]=[N:20][C:19]=1[F:33]. (3) Given the reactants [Cl:1][C:2]1[CH:7]=[CH:6][C:5]([C:8]2[N:12]([C:13]3[CH:18]=[CH:17][C:16]([Cl:19])=[CH:15][C:14]=3[Cl:20])[N:11]=[C:10]([C:21]([O:23][CH2:24][CH3:25])=[O:22])[CH:9]=2)=[CH:4][CH:3]=1.[Br:26]Br, predict the reaction product. The product is: [Br:26][C:9]1[C:10]([C:21]([O:23][CH2:24][CH3:25])=[O:22])=[N:11][N:12]([C:13]2[CH:18]=[CH:17][C:16]([Cl:19])=[CH:15][C:14]=2[Cl:20])[C:8]=1[C:5]1[CH:4]=[CH:3][C:2]([Cl:1])=[CH:7][CH:6]=1. (4) Given the reactants [CH3:1][C:2]1[CH:7]=[C:6]([C:8](=[O:33])[CH2:9][C@H:10]([C:18]2[CH:23]=[CH:22][C:21]([N:24]3[CH2:29][CH2:28][CH:27]([C:30](O)=[O:31])[CH2:26][CH2:25]3)=[CH:20][CH:19]=2)[C:11]2[CH:16]=[CH:15][CH:14]=[CH:13][C:12]=2[CH3:17])[CH:5]=[CH:4][N:3]=1.C(N(CC)CC)C.F[B-](F)(F)F.N1(OC(N(C)C)=[N+](C)C)C2C=CC=CC=2N=N1.Cl.[NH2:64][CH2:65][C:66]([O:68][CH3:69])=[O:67], predict the reaction product. The product is: [CH3:1][C:2]1[CH:7]=[C:6]([C:8](=[O:33])[CH2:9][C@H:10]([C:18]2[CH:23]=[CH:22][C:21]([N:24]3[CH2:29][CH2:28][CH:27]([C:30]([NH:64][CH2:65][C:66]([O:68][CH3:69])=[O:67])=[O:31])[CH2:26][CH2:25]3)=[CH:20][CH:19]=2)[C:11]2[CH:16]=[CH:15][CH:14]=[CH:13][C:12]=2[CH3:17])[CH:5]=[CH:4][N:3]=1. (5) Given the reactants [Br:1][C:2]1[CH:3]=[CH:4][C:5](F)=[C:6]([C:8](=O)[CH2:9][CH3:10])[CH:7]=1.[NH2:13][NH2:14], predict the reaction product. The product is: [Br:1][C:2]1[CH:7]=[C:6]2[C:5](=[CH:4][CH:3]=1)[NH:14][N:13]=[C:8]2[CH2:9][CH3:10].